This data is from Full USPTO retrosynthesis dataset with 1.9M reactions from patents (1976-2016). The task is: Predict the reactants needed to synthesize the given product. Given the product [F:30][C:21]([F:20])([F:29])[C:22]1[CH:23]=[CH:24][C:25]([S:28][CH:6]2[CH2:7][CH2:8][CH:9]([NH:12][C:13](=[O:14])[O:15][C:16]([CH3:17])([CH3:18])[CH3:19])[CH2:10][CH2:11]2)=[CH:26][CH:27]=1, predict the reactants needed to synthesize it. The reactants are: CS(O[CH:6]1[CH2:11][CH2:10][CH:9]([NH:12][C:13]([O:15][C:16]([CH3:19])([CH3:18])[CH3:17])=[O:14])[CH2:8][CH2:7]1)(=O)=O.[F:20][C:21]([F:30])([F:29])[C:22]1[CH:27]=[CH:26][C:25]([SH:28])=[CH:24][CH:23]=1.C([O-])([O-])=O.[K+].[K+].